The task is: Predict the reactants needed to synthesize the given product.. This data is from Full USPTO retrosynthesis dataset with 1.9M reactions from patents (1976-2016). The reactants are: [Si:1]([O:8]S(C(F)(F)F)(=O)=O)([C:4]([CH3:7])([CH3:6])[CH3:5])([CH3:3])[CH3:2].O[C@@H:17]1[N:23]([C:24]([O:26][CH2:27][C:28]2[CH:33]=[CH:32][C:31]([NH:34][C:35](=[O:52])[C@@H:36]([NH:38][C:39](=[O:51])[C@@H:40]([NH:44][C:45]([O:47][CH2:48][CH:49]=[CH2:50])=[O:46])[CH:41]([CH3:43])[CH3:42])[CH3:37])=[CH:30][CH:29]=2)=[O:25])[C:22]2[CH:53]=[C:54]([O:59][Si:60]([CH:67]([CH3:69])[CH3:68])([CH:64]([CH3:66])[CH3:65])[CH:61]([CH3:63])[CH3:62])[C:55]([O:57][CH3:58])=[CH:56][C:21]=2[C:20](=[O:70])[N:19]2[CH:71]=[C:72](/[CH:74]=[CH:75]/[CH3:76])[CH2:73][C@@H:18]12.N1C(C)=CC=CC=1C. Given the product [Si:1]([O:8][C@@H:17]1[N:23]([C:24]([O:26][CH2:27][C:28]2[CH:29]=[CH:30][C:31]([NH:34][C:35](=[O:52])[C@@H:36]([NH:38][C:39](=[O:51])[C@@H:40]([NH:44][C:45]([O:47][CH2:48][CH:49]=[CH2:50])=[O:46])[CH:41]([CH3:42])[CH3:43])[CH3:37])=[CH:32][CH:33]=2)=[O:25])[C:22]2[CH:53]=[C:54]([O:59][Si:60]([CH:61]([CH3:63])[CH3:62])([CH:67]([CH3:69])[CH3:68])[CH:64]([CH3:65])[CH3:66])[C:55]([O:57][CH3:58])=[CH:56][C:21]=2[C:20](=[O:70])[N:19]2[CH:71]=[C:72](/[CH:74]=[CH:75]/[CH3:76])[CH2:73][C@@H:18]12)([C:4]([CH3:7])([CH3:6])[CH3:5])([CH3:3])[CH3:2], predict the reactants needed to synthesize it.